This data is from Reaction yield outcomes from USPTO patents with 853,638 reactions. The task is: Predict the reaction yield, written as a fraction of the theoretical maximum amount of product (1.0 means a 100% yield; for example, 0.34 means a 34% yield). (1) The reactants are [NH2:1][C:2]1[CH:7]=[CH:6][CH:5]=[C:4]([CH2:8][CH3:9])[N:3]=1.C1C(=O)N([Br:17])C(=O)C1. The catalyst is C(Cl)(Cl)Cl. The product is [Br:17][C:5]1[CH:6]=[CH:7][C:2]([NH2:1])=[N:3][C:4]=1[CH2:8][CH3:9]. The yield is 0.780. (2) The reactants are [NH2:1][CH2:2][CH2:3][S:4][S:5][CH2:6][CH2:7][NH:8][C:9](=[O:15])[O:10][C:11]([CH3:14])([CH3:13])[CH3:12].[CH3:16][C:17]1[N:25]([C:26]([C:28]2[CH:29]=[CH:30][C:31]([Cl:34])=[CH:32][CH:33]=2)=[O:27])[C:24]2[CH:23]=[CH:22][C:21]([O:35][CH3:36])=[CH:20][C:19]=2[C:18]=1[CH2:37][C:38](O)=[O:39].CCN=C=NCCCN(C)C. The catalyst is C(Cl)Cl. The product is [Cl:34][C:31]1[CH:30]=[CH:29][C:28]([C:26]([N:25]2[C:24]3[C:19](=[CH:20][C:21]([O:35][CH3:36])=[CH:22][CH:23]=3)[C:18]([CH2:37][C:38]([NH:1][CH2:2][CH2:3][S:4][S:5][CH2:6][CH2:7][NH:8][C:9](=[O:15])[O:10][C:11]([CH3:12])([CH3:14])[CH3:13])=[O:39])=[C:17]2[CH3:16])=[O:27])=[CH:33][CH:32]=1. The yield is 0.890.